Dataset: Forward reaction prediction with 1.9M reactions from USPTO patents (1976-2016). Task: Predict the product of the given reaction. (1) Given the reactants [F:1][C:2]1[C:3]2[CH:4]=[C:5]3[C:14]4[N:15]=[C:16]([C:19]5[C:20]([N:39]([CH3:44])[S:40]([CH3:43])(=[O:42])=[O:41])=[CH:21][C:22]6[O:26][C:25]([C:27]7[CH:32]=[CH:31][C:30]([F:33])=[CH:29][CH:28]=7)=[C:24]([C:34]([NH:36][CH3:37])=[O:35])[C:23]=6[CH:38]=5)[CH:17]=[CH:18][C:13]=4[O:12][CH2:11][N:6]3[C:7]=2[CH:8]=[CH:9][CH:10]=1.[C:45](Cl)(=[O:47])[CH3:46].COC(O[Si](C)(C)C)=C(C)C, predict the reaction product. The product is: [C:45]([N:36]([CH3:37])[C:34]([C:24]1[C:23]2[CH:38]=[C:19]([C:16]3[CH:17]=[CH:18][C:13]4[O:12][CH2:11][N:6]5[C:7]6[CH:8]=[CH:9][CH:10]=[C:2]([F:1])[C:3]=6[CH:4]=[C:5]5[C:14]=4[N:15]=3)[C:20]([N:39]([CH3:44])[S:40]([CH3:43])(=[O:42])=[O:41])=[CH:21][C:22]=2[O:26][C:25]=1[C:27]1[CH:28]=[CH:29][C:30]([F:33])=[CH:31][CH:32]=1)=[O:35])(=[O:47])[CH3:46]. (2) Given the reactants [F:1][C:2]1([F:37])[O:6][C:5]2[CH:7]=[CH:8][C:9]([C:11]3([C:14]([NH:16][C@H:17]4[C:26]5[C:21](=[CH:22][CH:23]=[CH:24][CH:25]=5)[O:20][C@@H:19]([C:27]5[CH:28]=[C:29]([CH:34]=[CH:35][CH:36]=5)[C:30]([O:32]C)=[O:31])[CH2:18]4)=[O:15])[CH2:13][CH2:12]3)=[CH:10][C:4]=2[O:3]1.[OH-].[Li+], predict the reaction product. The product is: [F:37][C:2]1([F:1])[O:6][C:5]2[CH:7]=[CH:8][C:9]([C:11]3([C:14]([NH:16][C@H:17]4[C:26]5[C:21](=[CH:22][CH:23]=[CH:24][CH:25]=5)[O:20][C@@H:19]([C:27]5[CH:28]=[C:29]([CH:34]=[CH:35][CH:36]=5)[C:30]([OH:32])=[O:31])[CH2:18]4)=[O:15])[CH2:12][CH2:13]3)=[CH:10][C:4]=2[O:3]1.